From a dataset of CYP1A2 inhibition data for predicting drug metabolism from PubChem BioAssay. Regression/Classification. Given a drug SMILES string, predict its absorption, distribution, metabolism, or excretion properties. Task type varies by dataset: regression for continuous measurements (e.g., permeability, clearance, half-life) or binary classification for categorical outcomes (e.g., BBB penetration, CYP inhibition). Dataset: cyp1a2_veith. The molecule is NCCNC(=S)S. The result is 0 (non-inhibitor).